Predict the reactants needed to synthesize the given product. From a dataset of Full USPTO retrosynthesis dataset with 1.9M reactions from patents (1976-2016). (1) The reactants are: [C:1]1([C:7]2[CH:11]=[CH:10][NH:9][C:8]=2[C:12]([O:14]CC)=[O:13])[CH:6]=[CH:5][CH:4]=[CH:3][CH:2]=1.O.[OH-].[Li+]. Given the product [C:1]1([C:7]2[CH:11]=[CH:10][NH:9][C:8]=2[C:12]([OH:14])=[O:13])[CH:2]=[CH:3][CH:4]=[CH:5][CH:6]=1, predict the reactants needed to synthesize it. (2) Given the product [N:31]([CH2:12][C:4]1[CH:3]=[C:2]([Cl:1])[CH:11]=[CH:10][C:5]=1[C:6]([NH:8][CH3:9])=[O:7])=[N+:32]=[N-:33], predict the reactants needed to synthesize it. The reactants are: [Cl:1][C:2]1[CH:11]=[CH:10][C:5]([C:6]([NH:8][CH3:9])=[O:7])=[C:4]([CH2:12]O)[CH:3]=1.C(N(CC)CC)C.CS(Cl)(=O)=O.CN(C=O)C.[N:31]([Si](C)(C)C)=[N+:32]=[N-:33]. (3) Given the product [CH3:11][O:10][C:7]1[CH:8]=[CH:9][C:4]([C:3]([OH:21])=[O:2])=[CH:5][C:6]=1[O:12][CH2:13][CH2:14][N:15]1[CH2:20][CH2:19][O:18][CH2:17][CH2:16]1, predict the reactants needed to synthesize it. The reactants are: C[O:2][C:3](=[O:21])[C:4]1[CH:9]=[CH:8][C:7]([O:10][CH3:11])=[C:6]([O:12][CH2:13][CH2:14][N:15]2[CH2:20][CH2:19][O:18][CH2:17][CH2:16]2)[CH:5]=1.[OH-].[Li+].Cl. (4) Given the product [NH:12]1[CH2:13][CH2:14][CH:15]([NH:18][C:19]([C:21]2[N:22]=[C:23]([N:26]3[CH2:27][CH:28]([S:30][C:31]4[C@H:32]([CH3:55])[C@@H:33]5[C@@H:50]([C@H:51]([OH:53])[CH3:52])[C:49](=[O:54])[N:34]5[C:35]=4[C:36]([OH:38])=[O:37])[CH2:29]3)[S:24][CH:25]=2)=[O:20])[CH2:16][CH2:17]1, predict the reactants needed to synthesize it. The reactants are: [N+](C1C=CC(COC([N:12]2[CH2:17][CH2:16][CH:15]([NH:18][C:19]([C:21]3[N:22]=[C:23]([N:26]4[CH2:29][CH:28]([S:30][C:31]5[C@H:32]([CH3:55])[C@@H:33]6[C@@H:50]([C@H:51]([OH:53])[CH3:52])[C:49](=[O:54])[N:34]6[C:35]=5[C:36]([O:38]CC5C=CC([N+]([O-])=O)=CC=5)=[O:37])[CH2:27]4)[S:24][CH:25]=3)=[O:20])[CH2:14][CH2:13]2)=O)=CC=1)([O-])=O. (5) Given the product [CH:26]([N:25]1[C:21]([C:16]2[C:15]([CH2:14][O:1][C:2]3[CH:3]=[CH:4][C:5]([O:10][CH3:11])=[C:6]([CH:9]=3)[CH:7]=[O:8])=[CH:20][CH:19]=[CH:18][N:17]=2)=[CH:22][CH:23]=[N:24]1)([CH3:28])[CH3:27], predict the reactants needed to synthesize it. The reactants are: [OH:1][C:2]1[CH:3]=[CH:4][C:5]([O:10][CH3:11])=[C:6]([CH:9]=1)[CH:7]=[O:8].Cl.Cl[CH2:14][C:15]1[C:16]([C:21]2[N:25]([CH:26]([CH3:28])[CH3:27])[N:24]=[CH:23][CH:22]=2)=[N:17][CH:18]=[CH:19][CH:20]=1.C([O-])([O-])=O.[K+].[K+]. (6) Given the product [BH:18]([OH:19])[OH:17].[Br:1][C:2]1[CH:7]=[C:6]([CH:8]([CH3:10])[CH3:9])[C:5]([F:11])=[CH:4][C:3]=1[O:12][CH3:13], predict the reactants needed to synthesize it. The reactants are: [Br:1][C:2]1[CH:7]=[C:6]([CH:8]([CH3:10])[CH3:9])[C:5]([F:11])=[CH:4][C:3]=1[O:12][CH3:13].C([O:17][B:18](OC(C)C)[O:19]C(C)C)(C)C.[Li]CCCC.OS(O)(=O)=O.